This data is from Forward reaction prediction with 1.9M reactions from USPTO patents (1976-2016). The task is: Predict the product of the given reaction. (1) The product is: [CH2:1]([O:3][C@H:12]1[CH2:13][CH2:14][C@H:15]([N:18]2[C:22](=[O:23])[C:21]3=[CH:24][CH:25]=[CH:26][CH:27]=[C:20]3[C:19]2=[O:28])[CH2:16][CH2:17]1)[CH3:2]. Given the reactants [CH:1](=[O:3])[CH3:2].[Si](O[C@H:12]1[CH2:17][CH2:16][C@H:15]([N:18]2[C:22](=[O:23])[C:21]3=[CH:24][CH:25]=[CH:26][CH:27]=[C:20]3[C:19]2=[O:28])[CH2:14][CH2:13]1)(C(C)(C)C)(C)C.[Bi](Br)(Br)Br.C([SiH](CC)CC)C, predict the reaction product. (2) Given the reactants [Br:1][C:2]1[C:3](=O)[O:4][C:5](=[O:7])[CH:6]=1.[CH3:9][NH:10][NH2:11], predict the reaction product. The product is: [Br:1][C:2]1[C:3](=[O:4])[NH:11][N:10]([CH3:9])[C:5](=[O:7])[CH:6]=1. (3) The product is: [CH3:1][O:2][C:3]1[CH:12]=[C:11]2[C:6]([C:7]([CH2:13][C:14](=[N:21][NH:22][C:29](=[O:30])[CH2:28][CH2:27][CH2:26][CH2:25][CH2:24][Cl:23])[C:15]3[CH:20]=[CH:19][CH:18]=[CH:17][N:16]=3)=[CH:8][CH:9]=[N:10]2)=[CH:5][CH:4]=1. Given the reactants [CH3:1][O:2][C:3]1[CH:12]=[C:11]2[C:6]([C:7]([CH2:13][C:14](=[N:21][NH2:22])[C:15]3[CH:20]=[CH:19][CH:18]=[CH:17][N:16]=3)=[CH:8][CH:9]=[N:10]2)=[CH:5][CH:4]=1.[Cl:23][CH2:24][CH2:25][CH2:26][CH2:27][CH2:28][C:29](Cl)=[O:30], predict the reaction product.